This data is from Reaction yield outcomes from USPTO patents with 853,638 reactions. The task is: Predict the reaction yield, written as a fraction of the theoretical maximum amount of product (1.0 means a 100% yield; for example, 0.34 means a 34% yield). The reactants are C[Si](C)(C)N[Si](C)(C)C.C([Li])CCC.CCCCCC.[C:21](#[N:23])[CH3:22].[CH:24]([CH:27]1[C:38](=[O:39])[C:37]2[C:36]3[O:35][C:34]([CH3:40])=[N:33][C:32]=3[CH:31]=[CH:30][C:29]=2[CH2:28]1)([CH3:26])[CH3:25]. The catalyst is O1CCCC1.[Cl-].[NH4+].C(OCC)(=O)C. The product is [OH:39][C:38]1([CH2:22][C:21]#[N:23])[C:37]2[C:36]3[O:35][C:34]([CH3:40])=[N:33][C:32]=3[CH:31]=[CH:30][C:29]=2[CH2:28][CH:27]1[CH:24]([CH3:26])[CH3:25]. The yield is 0.800.